From a dataset of Catalyst prediction with 721,799 reactions and 888 catalyst types from USPTO. Predict which catalyst facilitates the given reaction. Reactant: [NH2:1][C:2]1[CH:7]=[CH:6][C:5]([N:8]2[CH2:13][CH2:12][N:11]([C:14]([C:16]3[CH:21]=[CH:20][CH:19]=[C:18]([C:22]4[CH:27]=[CH:26][C:25]([O:28][CH3:29])=[C:24]([O:30][CH3:31])[CH:23]=4)[N:17]=3)=[O:15])[CH2:10][CH2:9]2)=[CH:4][CH:3]=1.Cl[CH2:33][CH2:34][O:35][CH2:36][CH2:37]Cl.[I-].[Na+].C(=O)([O-])[O-].[K+].[K+]. Product: [CH3:31][O:30][C:24]1[CH:23]=[C:22]([C:18]2[N:17]=[C:16]([C:14]([N:11]3[CH2:10][CH2:9][N:8]([C:5]4[CH:4]=[CH:3][C:2]([N:1]5[CH2:37][CH2:36][O:35][CH2:34][CH2:33]5)=[CH:7][CH:6]=4)[CH2:13][CH2:12]3)=[O:15])[CH:21]=[CH:20][CH:19]=2)[CH:27]=[CH:26][C:25]=1[O:28][CH3:29]. The catalyst class is: 3.